This data is from Reaction yield outcomes from USPTO patents with 853,638 reactions. The task is: Predict the reaction yield, written as a fraction of the theoretical maximum amount of product (1.0 means a 100% yield; for example, 0.34 means a 34% yield). (1) The yield is 0.450. The product is [CH2:14]([S:21][C:2]1[CH:7]=[N:6][CH:5]=[CH:4][N:3]=1)[C:15]1[CH:20]=[CH:19][CH:18]=[CH:17][CH:16]=1. The reactants are Cl[C:2]1[CH:7]=[N:6][CH:5]=[CH:4][N:3]=1.C([O-])([O-])=O.[K+].[K+].[CH2:14]([SH:21])[C:15]1[CH:20]=[CH:19][CH:18]=[CH:17][CH:16]=1. The catalyst is CS(C)=O. (2) The reactants are [CH3:1][C:2]([CH:5]=O)([CH3:4])[CH3:3].Cl.[NH2:8][OH:9].[OH-].[Na+].CC1C=CC(S([N-:22]Cl)(=O)=O)=CC=1.O.O.O.[Na+].[C:28](OC)(=O)[C:29]#[CH:30].[OH-].[NH4+:35]. The catalyst is S([O-])([O-])(=O)=O.[Cu+2].[Cu].C(O)(C)(C)C.O. The product is [C:2]([C:5]1[CH:30]=[C:29]([C:28]([NH2:22])=[NH:35])[O:9][N:8]=1)([CH3:4])([CH3:3])[CH3:1]. The yield is 0.280. (3) The reactants are [Cl:1][C:2]1[CH:10]=[CH:9][CH:8]=[C:7]2[C:3]=1[C:4](=O)[C:5](=[O:19])[N:6]2[CH:11]([CH2:15][CH:16]([CH3:18])[CH3:17])[C:12]([OH:14])=[O:13].O.NN. No catalyst specified. The product is [Cl:1][C:2]1[CH:10]=[CH:9][CH:8]=[C:7]2[C:3]=1[CH2:4][C:5](=[O:19])[N:6]2[CH:11]([CH2:15][CH:16]([CH3:17])[CH3:18])[C:12]([OH:14])=[O:13]. The yield is 0.960. (4) The reactants are [CH3:1][O:2][C@@H:3]([CH3:24])[CH2:4][N:5]1[CH2:9][C@@H:8]([C:10]2[CH:15]=[CH:14][CH:13]=[CH:12][CH:11]=2)[C@H:7]([NH:16]C(=O)OC(C)(C)C)[CH2:6]1.[ClH:25].O1CCOCC1. The catalyst is CCOC(C)=O.CC(OC)(C)C. The product is [ClH:25].[ClH:25].[CH3:1][O:2][C@@H:3]([CH3:24])[CH2:4][N:5]1[CH2:9][C@@H:8]([C:10]2[CH:15]=[CH:14][CH:13]=[CH:12][CH:11]=2)[C@H:7]([NH2:16])[CH2:6]1. The yield is 0.900. (5) The reactants are [N+:1]([C:4]1[CH:9]=[CH:8][C:7]([CH2:10][CH2:11][OH:12])=[CH:6][CH:5]=1)([O-:3])=[O:2].C1N2CCN(CC2)C1.[N+:21]([C:24]1[CH:29]=[CH:28][C:27]([S:30](Cl)(=[O:32])=[O:31])=[CH:26][CH:25]=1)([O-:23])=[O:22].O. The catalyst is C(Cl)Cl. The product is [N+:1]([C:4]1[CH:5]=[CH:6][C:7]([CH2:10][CH2:11][O:12][S:30]([C:27]2[CH:26]=[CH:25][C:24]([N+:21]([O-:23])=[O:22])=[CH:29][CH:28]=2)(=[O:31])=[O:32])=[CH:8][CH:9]=1)([O-:3])=[O:2]. The yield is 0.820. (6) The reactants are [CH2:1]([O:3][C:4]([C:6]1[C:7]([CH3:31])=[C:8]2[C:13](=[CH:14][C:15]=1[CH3:16])[N:12]=[C:11]([CH2:17][OH:18])[N:10]([C:19]1[CH:24]=[CH:23][CH:22]=[CH:21][C:20]=1[S:25](=[O:29])(=[O:28])[NH:26][CH3:27])[C:9]2=[O:30])=[O:5])[CH3:2].C(OC(C1C(C)=C2C(=CC=1C)N=[C:42]([CH2:48]OCC1C=CC=CC=1)[N:41](C1C=CC=CC=1S(=O)(=O)NC)[C:40]2=[O:68])=O)C.C(OCC)C. The catalyst is C1COCC1.[Pd]. The product is [CH2:1]([O:3][C:4]([C:6]1[C:7]([CH3:31])=[C:8]2[C:13](=[CH:14][C:15]=1[CH3:16])[N:12]=[C:11]([CH2:17][O:18][C:40](=[O:68])[NH:41][CH2:42][CH3:48])[N:10]([C:19]1[CH:24]=[CH:23][CH:22]=[CH:21][C:20]=1[S:25](=[O:29])(=[O:28])[NH:26][CH3:27])[C:9]2=[O:30])=[O:5])[CH3:2]. The yield is 0.430.